This data is from Catalyst prediction with 721,799 reactions and 888 catalyst types from USPTO. The task is: Predict which catalyst facilitates the given reaction. (1) Reactant: Br[C:2]1[NH:3][C:4]2[C:9]([C:10]=1[CH:11]1[CH2:16][CH2:15][CH2:14][CH2:13][CH2:12]1)=[CH:8][CH:7]=[C:6]([C:17]([O:19][CH3:20])=[O:18])[CH:5]=2.N1C2C(=CC=C(C(OC)=O)C=2)C=C1.C([O-])([O-])=O.[Na+].[Na+].[C:40]([O:44][C:45]([NH:47][CH2:48][C:49]1[CH:54]=[C:53]([F:55])[CH:52]=[CH:51][C:50]=1B(O)O)=[O:46])([CH3:43])([CH3:42])[CH3:41]. Product: [C:40]([O:44][C:45]([NH:47][CH2:48][C:49]1[CH:54]=[C:53]([F:55])[CH:52]=[CH:51][C:50]=1[C:2]1[NH:3][C:4]2[C:9]([C:10]=1[CH:11]1[CH2:16][CH2:15][CH2:14][CH2:13][CH2:12]1)=[CH:8][CH:7]=[C:6]([C:17]([O:19][CH3:20])=[O:18])[CH:5]=2)=[O:46])([CH3:43])([CH3:41])[CH3:42]. The catalyst class is: 184. (2) Reactant: [C:1]([C:4]1[CH:9]=[CH:8][C:7]([C:10]2[C:29]([Cl:30])=[CH:28][C:13]3[NH:14][C:15]([O:17][C:18]4[CH:19]=[CH:20][C:21]([CH3:27])=[C:22]([CH:26]=4)[C:23]([OH:25])=[O:24])=[N:16][C:12]=3[CH:11]=2)=[CH:6][CH:5]=1)(=[O:3])[CH3:2].[CH3:31][Mg+].[Br-]. Product: [Cl:30][C:29]1[C:10]([C:7]2[CH:6]=[CH:5][C:4]([C:1]([OH:3])([CH3:31])[CH3:2])=[CH:9][CH:8]=2)=[CH:11][C:12]2[N:16]=[C:15]([O:17][C:18]3[CH:19]=[CH:20][C:21]([CH3:27])=[C:22]([CH:26]=3)[C:23]([OH:25])=[O:24])[NH:14][C:13]=2[CH:28]=1. The catalyst class is: 116. (3) Reactant: [CH2:1]([N:4]([CH2:12][C:13](=O)[C:14]1[CH:15]=[N:16][CH:17]=[CH:18][CH:19]=1)[C:5](=[O:11])[O:6][C:7]([CH3:10])([CH3:9])[CH3:8])[CH:2]=[CH2:3].Cl.[NH2:22][OH:23].N1C=CC=CC=1. Product: [CH2:1]([N:4]([CH2:12][C:13](=[N:22][OH:23])[C:14]1[CH:15]=[N:16][CH:17]=[CH:18][CH:19]=1)[C:5](=[O:11])[O:6][C:7]([CH3:10])([CH3:9])[CH3:8])[CH:2]=[CH2:3]. The catalyst class is: 8. (4) Reactant: [CH2:1]([O:8][C:9]1[N:14]=[C:13]([NH2:15])[C:12]([N+:16]([O-])=O)=[CH:11][CH:10]=1)[C:2]1[CH:7]=[CH:6][CH:5]=[CH:4][CH:3]=1. Product: [CH2:1]([O:8][C:9]1[N:14]=[C:13]([NH2:15])[C:12]([NH2:16])=[CH:11][CH:10]=1)[C:2]1[CH:3]=[CH:4][CH:5]=[CH:6][CH:7]=1. The catalyst class is: 565. (5) Reactant: [C@@H:1]12[CH2:6][C@@H:5]1[CH2:4][CH2:3][C:2]2=O.[C:8](OCC)(=O)[C:9]([O:11]CC)=[O:10].CC(C)([O-])C.[K+].Cl.[NH2:25][NH2:26].[Li+].[OH-].Cl. Product: [CH2:6]1[C@@H:5]2[CH2:4][C:3]3[C:8]([C:9]([OH:11])=[O:10])=[N:25][NH:26][C:2]=3[C@H:1]12. The catalyst class is: 88. (6) Reactant: [CH3:1][C:2]1[N:3]=[C:4]2[CH2:15][CH2:14][CH2:13][CH2:12][N:5]2[C:6](=[O:11])[C:7]=1[CH2:8][CH:9]=O.[F:16][C:17]1[CH:31]=[CH:30][C:20]2[C:21]([CH:24]3[CH2:29][CH2:28][NH:27][CH2:26][CH2:25]3)=[N:22][O:23][C:19]=2[CH:18]=1. Product: [F:16][C:17]1[CH:31]=[CH:30][C:20]2[C:21]([CH:24]3[CH2:25][CH2:26][N:27]([CH:9]=[CH:8][C:7]4[C:6](=[O:11])[N:5]5[CH2:12][CH2:13][CH2:14][CH2:15][C:4]5=[N:3][C:2]=4[CH3:1])[CH2:28][CH2:29]3)=[N:22][O:23][C:19]=2[CH:18]=1. The catalyst class is: 11. (7) Reactant: Br[C:2]1[C:3]([N:9]([CH3:11])[CH3:10])=[N:4][C:5]([Cl:8])=[N:6][CH:7]=1.C([O-])([O-])=O.[K+].[K+].[C:18]1(B(O)O)[CH:23]=[CH:22][CH:21]=[CH:20][CH:19]=1.O. Product: [Cl:8][C:5]1[N:4]=[C:3]([N:9]([CH3:11])[CH3:10])[C:2]([C:18]2[CH:23]=[CH:22][CH:21]=[CH:20][CH:19]=2)=[CH:7][N:6]=1. The catalyst class is: 741. (8) The catalyst class is: 449. Reactant: Cl.[NH2:2][CH2:3][C:4]([CH3:7])([OH:6])[CH3:5].C(N(CC)CC)C.[Cl:15][C:16]1[N:21]=[C:20](Cl)[CH:19]=[C:18]([CH2:23][O:24][CH2:25][C:26]([F:29])([F:28])[F:27])[N:17]=1. Product: [Cl:15][C:16]1[N:21]=[C:20]([NH:2][CH2:3][C:4]([CH3:7])([OH:6])[CH3:5])[CH:19]=[C:18]([CH2:23][O:24][CH2:25][C:26]([F:29])([F:27])[F:28])[N:17]=1. (9) Reactant: [Cl:1][C:2]1[CH:34]=[CH:33][C:5]([CH2:6][O:7][C:8]2[CH:13]=[CH:12][N:11]([C:14]3[CH:15]=[CH:16][C:17]4[N:18]([C:20]([CH3:31])=[C:21]([CH:23]5[CH2:25][CH:24]5C(OCC)=O)[N:22]=4)[CH:19]=3)[C:10](=[O:32])[CH:9]=2)=[CH:4][CH:3]=1.C[Mg]Br. Product: [Cl:1][C:2]1[CH:3]=[CH:4][C:5]([CH2:6][O:7][C:8]2[CH:13]=[CH:12][N:11]([C:14]3[CH:15]=[CH:16][C:17]4[N:18]([C:20]([CH3:31])=[C:21]([CH:23]5[CH2:25][CH:24]5[C:8]([OH:7])([CH3:13])[CH3:9])[N:22]=4)[CH:19]=3)[C:10](=[O:32])[CH:9]=2)=[CH:33][CH:34]=1. The catalyst class is: 1. (10) Product: [F:45][CH:43]([F:44])[C:40]1[CH:41]=[C:42]2[C:37]([CH2:36][CH2:35][CH2:34][N:33]2[C:19]2[C:20]3[CH2:21][N:22]([C:26]([O:28][C:29]([CH3:32])([CH3:31])[CH3:30])=[O:27])[CH2:23][CH2:24][C:25]=3[N:17]([CH:14]3[CH2:13][CH2:12][NH:11][CH2:16][CH2:15]3)[N:18]=2)=[CH:38][C:39]=1[C:46]1[CH:47]=[N:48][N:49]([CH3:51])[CH:50]=1. Reactant: C(OC([N:11]1[CH2:16][CH2:15][CH:14]([N:17]2[C:25]3[CH2:24][CH2:23][N:22]([C:26]([O:28][C:29]([CH3:32])([CH3:31])[CH3:30])=[O:27])[CH2:21][C:20]=3[C:19]([N:33]3[C:42]4[C:37](=[CH:38][C:39]([C:46]5[CH:47]=[N:48][N:49]([CH3:51])[CH:50]=5)=[C:40]([CH:43]([F:45])[F:44])[CH:41]=4)[CH2:36][CH2:35][CH2:34]3)=[N:18]2)[CH2:13][CH2:12]1)=O)C1C=CC=CC=1. The catalyst class is: 19.